This data is from Reaction yield outcomes from USPTO patents with 853,638 reactions. The task is: Predict the reaction yield, written as a fraction of the theoretical maximum amount of product (1.0 means a 100% yield; for example, 0.34 means a 34% yield). The reactants are [OH:1]C(C(F)(F)F)=O.[NH2:8][C@@H:9]([CH2:13][CH2:14][CH2:15][CH2:16][NH:17][C:18]([O:20][CH2:21][CH2:22][CH2:23][CH:24]=[CH2:25])=[O:19])[C:10]([OH:12])=[O:11].O.[ClH:27]. The catalyst is Cl[Pd]Cl. The product is [ClH:27].[NH2:8][C@@H:9]([CH2:13][CH2:14][CH2:15][CH2:16][NH:17][C:18]([O:20][CH2:21][CH2:22][CH2:23][C:24](=[O:1])[CH3:25])=[O:19])[C:10]([OH:12])=[O:11]. The yield is 0.920.